Dataset: Forward reaction prediction with 1.9M reactions from USPTO patents (1976-2016). Task: Predict the product of the given reaction. (1) Given the reactants O.[NH2:2][NH2:3].Cl[C:5]1[C:14]2[C:9](=[CH:10][CH:11]=[CH:12][CH:13]=2)[CH:8]=[N:7][N:6]=1, predict the reaction product. The product is: [CH:11]1[CH:12]=[CH:13][C:14]2[C:9](=[CH:8][N:7]=[N:6][C:5]=2[NH:2][NH2:3])[CH:10]=1. (2) Given the reactants [Cl:1][C:2]1[CH:3]=[C:4]([CH:12]=[CH:13][C:14]=1[Cl:15])[O:5][CH:6]1[CH2:11][CH2:10][NH:9][CH2:8][CH2:7]1.[C:16]([N:23]1[CH2:28][CH2:27][C:26](=O)[CH2:25][CH2:24]1)([O:18][C:19]([CH3:22])([CH3:21])[CH3:20])=[O:17].[BH-](OC(C)=O)(OC(C)=O)OC(C)=O.[Na+].[OH-].[Na+], predict the reaction product. The product is: [C:19]([O:18][C:16]([N:23]1[CH2:28][CH2:27][CH:26]([N:9]2[CH2:10][CH2:11][CH:6]([O:5][C:4]3[CH:12]=[CH:13][C:14]([Cl:15])=[C:2]([Cl:1])[CH:3]=3)[CH2:7][CH2:8]2)[CH2:25][CH2:24]1)=[O:17])([CH3:22])([CH3:20])[CH3:21]. (3) The product is: [OH:14][C:15]1[CH:20]=[CH:19][C:18]([C:2]2[C:3](=[O:13])[C:4]3[C:9]([C:10](=[O:12])[CH:11]=2)=[CH:8][CH:7]=[CH:6][CH:5]=3)=[CH:17][CH:16]=1. Given the reactants Br[C:2]1[C:3](=[O:13])[C:4]2[C:9]([C:10](=[O:12])[CH:11]=1)=[CH:8][CH:7]=[CH:6][CH:5]=2.[OH:14][C:15]1[CH:20]=[CH:19][C:18](B(O)O)=[CH:17][CH:16]=1.P([O-])([O-])([O-])=O.[K+].[K+].[K+].C1(P(C2CCCCC2)C2CCCCC2)CCCCC1.C[C@@H](O)[C@H](N)C(O)=O, predict the reaction product. (4) Given the reactants Br[C:2]1[CH:3]=[CH:4][C:5]([N+:10]([O-:12])=[O:11])=[C:6]([CH:9]=1)[CH:7]=[O:8].[CH2:13](N(CC)CC)[CH3:14].C=C, predict the reaction product. The product is: [CH:13]([C:2]1[CH:3]=[CH:4][C:5]([N+:10]([O-:12])=[O:11])=[C:6]([CH:9]=1)[CH:7]=[O:8])=[CH2:14].